From a dataset of Reaction yield outcomes from USPTO patents with 853,638 reactions. Predict the reaction yield, written as a fraction of the theoretical maximum amount of product (1.0 means a 100% yield; for example, 0.34 means a 34% yield). (1) The reactants are C([O:3][C:4]([C:6]1[CH:7]=[C:8]2[C:13](=[CH:14][CH:15]=1)[NH:12][CH:11]([C:16]1[CH:21]=[CH:20][CH:19]=[C:18]([NH:22][C:23]([CH3:33])([CH3:32])[C:24]([N:26]3[CH2:31][CH2:30][O:29][CH2:28][CH2:27]3)=[O:25])[CH:17]=1)[C:10]([CH3:35])([CH3:34])[CH2:9]2)=[O:5])C.Cl. The catalyst is CO.O1CCCC1.[OH-].[Na+].O. The product is [CH3:33][C:23]([NH:22][C:18]1[CH:17]=[C:16]([CH:11]2[C:10]([CH3:34])([CH3:35])[CH2:9][C:8]3[C:13](=[CH:14][CH:15]=[C:6]([C:4]([OH:5])=[O:3])[CH:7]=3)[NH:12]2)[CH:21]=[CH:20][CH:19]=1)([CH3:32])[C:24]([N:26]1[CH2:27][CH2:28][O:29][CH2:30][CH2:31]1)=[O:25]. The yield is 0.0400. (2) The reactants are [NH2:1][C:2]1[N:7]=[C:6]([N:8]2[CH2:13][CH2:12][N:11]([C:14](=[O:24])[CH2:15][O:16][C:17]3[CH:22]=[CH:21][C:20]([Cl:23])=[CH:19][CH:18]=3)[CH2:10][CH2:9]2)[C:5]([NH2:25])=[C:4]([NH2:26])[N:3]=1.[CH3:27][O:28][C:29]1[CH:30]=[C:31]([CH:34]=[CH:35][C:36]=1[O:37][CH3:38])[CH:32]=O. No catalyst specified. The product is [NH2:1][C:2]1[N:3]=[C:4]2[C:5]([N:25]=[C:32]([C:31]3[CH:34]=[CH:35][C:36]([O:37][CH3:38])=[C:29]([O:28][CH3:27])[CH:30]=3)[NH:26]2)=[C:6]([N:8]2[CH2:9][CH2:10][N:11]([C:14](=[O:24])[CH2:15][O:16][C:17]3[CH:18]=[CH:19][C:20]([Cl:23])=[CH:21][CH:22]=3)[CH2:12][CH2:13]2)[N:7]=1. The yield is 0.570.